This data is from Forward reaction prediction with 1.9M reactions from USPTO patents (1976-2016). The task is: Predict the product of the given reaction. (1) Given the reactants [NH2:1][C:2]1[N:10]=[C:9]([O:11][CH2:12][CH2:13][CH2:14][CH3:15])[N:8]=[C:7]2[C:3]=1[NH:4][C:5](=[O:42])[N:6]2[CH2:16][CH2:17][CH2:18][CH2:19][N:20]([CH2:35][CH2:36][N:37]1[CH2:41][CH2:40][CH2:39][CH2:38]1)[S:21]([C:24]1[CH:25]=[C:26]([CH2:30][C:31]([O:33]C)=[O:32])[CH:27]=[CH:28][CH:29]=1)(=[O:23])=[O:22].[OH-].[Li+].O1CCCC1, predict the reaction product. The product is: [NH2:1][C:2]1[N:10]=[C:9]([O:11][CH2:12][CH2:13][CH2:14][CH3:15])[N:8]=[C:7]2[C:3]=1[NH:4][C:5](=[O:42])[N:6]2[CH2:16][CH2:17][CH2:18][CH2:19][N:20]([CH2:35][CH2:36][N:37]1[CH2:41][CH2:40][CH2:39][CH2:38]1)[S:21]([C:24]1[CH:25]=[C:26]([CH2:30][C:31]([OH:33])=[O:32])[CH:27]=[CH:28][CH:29]=1)(=[O:22])=[O:23]. (2) Given the reactants [CH3:1][N:2]1[C:7](=[O:8])[CH:6]=[CH:5][C:4]([N:9]2[CH2:14][CH2:13][CH:12]([CH:15]=O)[CH2:11][CH2:10]2)=[N:3]1.[C:17]([O:21][C:22]([NH:24][CH2:25][CH2:26][NH2:27])=[O:23])([CH3:20])([CH3:19])[CH3:18].C(O)(=O)C.C(O[BH-](OC(=O)C)OC(=O)C)(=O)C.[Na+], predict the reaction product. The product is: [C:17]([O:21][C:22](=[O:23])[NH:24][CH2:25][CH2:26][NH:27][CH2:15][CH:12]1[CH2:11][CH2:10][N:9]([C:4]2[CH:5]=[CH:6][C:7](=[O:8])[N:2]([CH3:1])[N:3]=2)[CH2:14][CH2:13]1)([CH3:20])([CH3:18])[CH3:19]. (3) Given the reactants I[C:2]1[C:3]([F:25])=[C:4]([F:24])[C:5]([F:23])=[C:6]([C@H:8]2[CH2:13][CH2:12][C@H:11]([C@H:14]3[CH2:19][CH2:18][C@H:17]([CH2:20][CH2:21][CH3:22])[CH2:16][CH2:15]3)[CH2:10][CH2:9]2)[CH:7]=1.[CH:26]#[C:27][CH:28]([OH:32])[CH2:29][CH2:30][CH3:31].S([O-])([O-])(=O)=S.[Na+].[Na+], predict the reaction product. The product is: [OH:32][CH:28]([CH2:29][CH2:30][CH3:31])[C:27]#[C:26][C:2]1[C:3]([F:25])=[C:4]([F:24])[C:5]([F:23])=[C:6]([C@H:8]2[CH2:9][CH2:10][C@H:11]([C@H:14]3[CH2:19][CH2:18][C@H:17]([CH2:20][CH2:21][CH3:22])[CH2:16][CH2:15]3)[CH2:12][CH2:13]2)[CH:7]=1. (4) Given the reactants [CH3:1][O:2][C:3]1[CH:4]=[CH:5][CH:6]=[C:7]2[C:12]=1[N:11]=[C:10]([CH2:13]O)[CH:9]=[CH:8]2.CN(C)C=O.S(Cl)([Cl:22])=O, predict the reaction product. The product is: [Cl:22][CH2:13][C:10]1[CH:9]=[CH:8][C:7]2[C:12](=[C:3]([O:2][CH3:1])[CH:4]=[CH:5][CH:6]=2)[N:11]=1.